Dataset: Forward reaction prediction with 1.9M reactions from USPTO patents (1976-2016). Task: Predict the product of the given reaction. (1) Given the reactants [O:1]1CCO[CH:2]1[C:6]1[CH:7]=[C:8]([CH:12]2[C:16]3[C:17]([CH3:31])=[C:18]([NH:23][C:24](=[O:30])[CH2:25][C:26]([CH3:29])([CH3:28])[CH3:27])[C:19]([CH3:22])=[C:20]([CH3:21])[C:15]=3[O:14][CH2:13]2)[CH:9]=[CH:10][CH:11]=1.C1(C)C=CC(S(O)(=O)=O)=CC=1.[NH+]1C=CC=CC=1.O, predict the reaction product. The product is: [CH:2]([C:6]1[CH:7]=[C:8]([CH:12]2[C:16]3[C:17]([CH3:31])=[C:18]([NH:23][C:24](=[O:30])[CH2:25][C:26]([CH3:27])([CH3:28])[CH3:29])[C:19]([CH3:22])=[C:20]([CH3:21])[C:15]=3[O:14][CH2:13]2)[CH:9]=[CH:10][CH:11]=1)=[O:1]. (2) Given the reactants CS([O:5][S:6]([CH3:9])(=[O:8])=[O:7])(=O)=O.[Si:10]([O:17][CH2:18][CH:19](O)[CH2:20][CH:21]([C:28]1[NH:29][C:30]([C:41]2[CH:46]=[CH:45][CH:44]=[C:43]([F:47])[CH:42]=2)=[C:31]2[C:36](=[O:37])[N:35]([CH3:38])[C:34](=[O:39])[N:33]([CH3:40])[C:32]=12)[C:22]1[S:23][CH:24]=[C:25]([Cl:27])[N:26]=1)([C:13]([CH3:16])([CH3:15])[CH3:14])([CH3:12])[CH3:11].C(N(CC)CC)C, predict the reaction product. The product is: [CH3:9][S:6]([O:5][CH:19]([CH2:20][CH:21]([C:22]1[S:23][CH:24]=[C:25]([Cl:27])[N:26]=1)[C:28]1[NH:29][C:30]([C:41]2[CH:46]=[CH:45][CH:44]=[C:43]([F:47])[CH:42]=2)=[C:31]2[C:36](=[O:37])[N:35]([CH3:38])[C:34](=[O:39])[N:33]([CH3:40])[C:32]=12)[CH2:18][O:17][Si:10]([C:13]([CH3:16])([CH3:14])[CH3:15])([CH3:11])[CH3:12])(=[O:7])=[O:8]. (3) Given the reactants Cl[C:2]1[N:3]=[N:4][CH:5]=[C:6]([O:8][CH3:9])[CH:7]=1.CC1(C)C(C)(C)OB([C:18]2[CH:23]=[CH:22][N:21]=[C:20]([C:24]([O:26][CH3:27])=[O:25])[CH:19]=2)O1.C([O-])([O-])=O.[K+].[K+], predict the reaction product. The product is: [CH3:9][O:8][C:6]1[CH:7]=[C:2]([C:18]2[CH:23]=[CH:22][N:21]=[C:20]([C:24]([O:26][CH3:27])=[O:25])[CH:19]=2)[N:3]=[N:4][CH:5]=1. (4) Given the reactants [CH3:1][C:2]1[CH:7]=[CH:6][C:5]([S:8]([N:11]2[C@H:20]([CH2:21][CH:22]([C:30]([N:32]3[CH2:37][CH2:36][O:35][CH2:34][CH2:33]3)=[O:31])[C:23]([O:25]C(C)(C)C)=[O:24])[CH2:19][C:18]3[C:13](=[CH:14][CH:15]=[CH:16][CH:17]=3)[CH2:12]2)(=[O:10])=[O:9])=[CH:4][CH:3]=1.Cl, predict the reaction product. The product is: [CH3:1][C:2]1[CH:3]=[CH:4][C:5]([S:8]([N:11]2[C@H:20]([CH2:21][CH:22]([C:30]([N:32]3[CH2:33][CH2:34][O:35][CH2:36][CH2:37]3)=[O:31])[C:23]([OH:25])=[O:24])[CH2:19][C:18]3[C:13](=[CH:14][CH:15]=[CH:16][CH:17]=3)[CH2:12]2)(=[O:10])=[O:9])=[CH:6][CH:7]=1. (5) Given the reactants C[Si]([N-][Si](C)(C)C)(C)C.[Na+].C1COCC1.Cl[C:17]1[N:21]([S:22]([N:25]([CH3:27])[CH3:26])(=[O:24])=[O:23])[C:20]2[CH:28]=[CH:29][CH:30]=[CH:31][C:19]=2[N:18]=1.[C:32]([CH:34]1[CH2:39][CH2:38][N:37]([C:40]([O:42][C:43]([CH3:46])([CH3:45])[CH3:44])=[O:41])[CH2:36][CH2:35]1)#[N:33], predict the reaction product. The product is: [C:32]([C:34]1([C:17]2[N:21]([S:22](=[O:24])(=[O:23])[N:25]([CH3:27])[CH3:26])[C:20]3[CH:28]=[CH:29][CH:30]=[CH:31][C:19]=3[N:18]=2)[CH2:39][CH2:38][N:37]([C:40]([O:42][C:43]([CH3:46])([CH3:45])[CH3:44])=[O:41])[CH2:36][CH2:35]1)#[N:33]. (6) The product is: [CH3:1][N:2]1[C:10]2[C:5](=[CH:6][C:7]([CH3:11])=[CH:8][CH:9]=2)[C:4]([C:12]([N:14]2[CH2:19][CH2:18][N:17]([C:20]3[N:21]=[CH:22][C:23]([C:26]([OH:28])=[O:27])=[N:24][CH:25]=3)[CH2:16][CH2:15]2)=[O:13])=[C:3]1[C:30]1[CH:35]=[CH:34][CH:33]=[CH:32][CH:31]=1. Given the reactants [CH3:1][N:2]1[C:10]2[C:5](=[CH:6][C:7]([CH3:11])=[CH:8][CH:9]=2)[C:4]([C:12]([N:14]2[CH2:19][CH2:18][N:17]([C:20]3[N:21]=[CH:22][C:23]([C:26]([O:28]C)=[O:27])=[N:24][CH:25]=3)[CH2:16][CH2:15]2)=[O:13])=[C:3]1[C:30]1[CH:35]=[CH:34][CH:33]=[CH:32][CH:31]=1.Cl, predict the reaction product.